Dataset: Full USPTO retrosynthesis dataset with 1.9M reactions from patents (1976-2016). Task: Predict the reactants needed to synthesize the given product. (1) Given the product [CH2:18]([C:17]1[CH:16]=[CH:15][CH:14]=[C:13]([CH2:20][CH3:21])[C:12]=1[C:6]1[CH:5]=[C:4]([O:22][CH3:23])[C:3]2[CH:33]([N:35]([CH2:24][CH3:25])[C:36]3[C:45]4[C:40](=[CH:41][CH:42]=[CH:43][CH:44]=4)[CH:39]=[CH:38][CH:37]=3)[CH2:34][CH2:10][CH2:9][C:8]=2[N:7]=1)[CH3:19].[C:46]([OH:52])([C:48]([F:51])([F:50])[F:49])=[O:47], predict the reactants needed to synthesize it. The reactants are: ClC1C[CH2:10][CH2:9][C:8]2[N:7]=[C:6]([C:12]3[C:17]([CH2:18][CH3:19])=[CH:16][CH:15]=[CH:14][C:13]=3[CH2:20][CH3:21])[CH:5]=[C:4]([O:22][CH3:23])[C:3]1=2.[CH3:24][C:25]#N.C([O-])([O-])=O.[K+].[K+].[CH2:33]([NH:35][C:36]1[C:45]2[C:40](=[CH:41][CH:42]=[CH:43][CH:44]=2)[CH:39]=[CH:38][CH:37]=1)[CH3:34].[C:46]([OH:52])([C:48]([F:51])([F:50])[F:49])=[O:47]. (2) Given the product [CH2:2]([O:9][C:10]1[CH:11]=[C:12]([C:21]2([OH:20])[CH2:22][CH2:23][N:24]([C:27]([O:29][C:30]([CH3:32])([CH3:31])[CH3:33])=[O:28])[CH2:25][CH2:26]2)[CH:13]=[CH:14][CH:15]=1)[C:3]1[CH:8]=[CH:7][CH:6]=[CH:5][CH:4]=1, predict the reactants needed to synthesize it. The reactants are: [Mg].[CH2:2]([O:9][C:10]1[CH:11]=[C:12](Br)[CH:13]=[CH:14][CH:15]=1)[C:3]1[CH:8]=[CH:7][CH:6]=[CH:5][CH:4]=1.[Br-].II.[O:20]=[C:21]1[CH2:26][CH2:25][N:24]([C:27]([O:29][C:30]([CH3:33])([CH3:32])[CH3:31])=[O:28])[CH2:23][CH2:22]1. (3) Given the product [Cl:17][C:18]1[CH:19]=[CH:20][C:21]([CH2:24][C:25]2[S:27][CH:2]=[C:3]([CH:5]3[CH2:10][CH2:9][N:8]([C:11]([O:13][CH2:14][CH:15]=[CH2:16])=[O:12])[CH2:7][CH2:6]3)[N:26]=2)=[CH:22][CH:23]=1, predict the reactants needed to synthesize it. The reactants are: Br[CH2:2][C:3]([CH:5]1[CH2:10][CH2:9][N:8]([C:11]([O:13][CH2:14][CH:15]=[CH2:16])=[O:12])[CH2:7][CH2:6]1)=O.[Cl:17][C:18]1[CH:23]=[CH:22][C:21]([CH2:24][C:25](=[S:27])[NH2:26])=[CH:20][CH:19]=1. (4) Given the product [C:1]1([C:7]([C:17]2[CH:22]=[CH:21][C:20]([CH:23]=[CH:24][C:25]([NH:27][S:28]([C:31]3[CH:32]=[CH:33][C:34]([OH:37])=[CH:35][CH:36]=3)(=[O:30])=[O:29])=[O:26])=[CH:19][CH:18]=2)=[C:8]([C:11]2[CH:12]=[CH:13][CH:14]=[CH:15][CH:16]=2)[CH2:9][CH3:10])[CH:6]=[CH:5][CH:4]=[CH:3][CH:2]=1, predict the reactants needed to synthesize it. The reactants are: [C:1]1([C:7]([C:17]2[CH:22]=[CH:21][C:20]([CH:23]=[CH:24][C:25]([NH:27][S:28]([C:31]3[CH:36]=[CH:35][C:34]([O:37]C)=[CH:33][CH:32]=3)(=[O:30])=[O:29])=[O:26])=[CH:19][CH:18]=2)=[C:8]([C:11]2[CH:16]=[CH:15][CH:14]=[CH:13][CH:12]=2)[CH2:9][CH3:10])[CH:6]=[CH:5][CH:4]=[CH:3][CH:2]=1.B(Br)(Br)Br.